This data is from Full USPTO retrosynthesis dataset with 1.9M reactions from patents (1976-2016). The task is: Predict the reactants needed to synthesize the given product. (1) Given the product [Cl:19][C:20]1[CH:21]=[C:22]([NH:27][C:28](=[S:29])[NH:1][C:2]2[CH:3]=[C:4]([NH:10][C:11](=[O:18])[C:12]3[CH:13]=[CH:14][CH:15]=[CH:16][CH:17]=3)[CH:5]=[CH:6][C:7]=2[O:8][CH3:9])[CH:23]=[C:24]([Cl:26])[CH:25]=1, predict the reactants needed to synthesize it. The reactants are: [NH2:1][C:2]1[CH:3]=[C:4]([NH:10][C:11](=[O:18])[C:12]2[CH:17]=[CH:16][CH:15]=[CH:14][CH:13]=2)[CH:5]=[CH:6][C:7]=1[O:8][CH3:9].[Cl:19][C:20]1[CH:21]=[C:22]([N:27]=[C:28]=[S:29])[CH:23]=[C:24]([Cl:26])[CH:25]=1. (2) Given the product [NH2:1][C:2]1[CH:7]=[CH:6][C:5]([NH:8][C:9]([C@H:11]2[CH2:16][CH2:15][CH2:14][C@@H:13]([NH:17][C:18]3[N:23]=[C:22]([C:24]4[C:32]5[C:27](=[CH:28][CH:29]=[CH:30][CH:31]=5)[NH:26][CH:25]=4)[C:21]([Cl:42])=[CH:20][N:19]=3)[CH2:12]2)=[O:10])=[CH:4][CH:3]=1, predict the reactants needed to synthesize it. The reactants are: [NH2:1][C:2]1[CH:7]=[CH:6][C:5]([NH:8][C:9]([C@H:11]2[CH2:16][CH2:15][CH2:14][C@@H:13]([NH:17][C:18]3[N:23]=[C:22]([C:24]4[C:32]5[C:27](=[CH:28][CH:29]=[CH:30][CH:31]=5)[N:26](S(C5C=CC=CC=5)(=O)=O)[CH:25]=4)[C:21]([Cl:42])=[CH:20][N:19]=3)[CH2:12]2)=[O:10])=[CH:4][CH:3]=1.C(O)(C(F)(F)F)=O.[OH-].[Na+].O. (3) The reactants are: [C:1]([O:7][C@@H:8]1[CH2:24][C:23]2[C@@:11]([CH3:27])([C@@H:12]3[C@@H:20]([CH2:21][CH:22]=2)[C@H:19]2[C@@:15]([CH3:26])([C:16](=O)[CH2:17][CH2:18]2)[CH2:14][CH2:13]3)[CH2:10][CH2:9]1)(=[O:6])[C:2]([CH3:5])([CH3:4])[CH3:3].Cl.[NH2:29][OH:30].CC([O-])=O.[Na+]. Given the product [C:1]([O:7][C@@H:8]1[CH2:24][C:23]2[C@@:11]([CH3:27])([C@@H:12]3[C@@H:20]([CH2:21][CH:22]=2)[C@H:19]2[C@@:15]([CH3:26])([C:16](=[N:29][OH:30])[CH2:17][CH2:18]2)[CH2:14][CH2:13]3)[CH2:10][CH2:9]1)(=[O:6])[C:2]([CH3:5])([CH3:4])[CH3:3], predict the reactants needed to synthesize it. (4) The reactants are: [CH2:1]([O:3][C:4](=[O:27])[CH2:5][N:6]([CH2:21][C:22]([O:24][CH2:25][CH3:26])=[O:23])[C:7]1[CH:12]=[C:11]([C:13]([NH:15][CH2:16][C:17](=[O:19])[CH3:18])=O)[CH:10]=[CH:9][C:8]=1[CH3:20])[CH3:2].P(Cl)(Cl)(Cl)=O. Given the product [CH2:1]([O:3][C:4](=[O:27])[CH2:5][N:6]([CH2:21][C:22]([O:24][CH2:25][CH3:26])=[O:23])[C:7]1[CH:12]=[C:11]([C:13]2[O:19][C:17]([CH3:18])=[CH:16][N:15]=2)[CH:10]=[CH:9][C:8]=1[CH3:20])[CH3:2], predict the reactants needed to synthesize it. (5) Given the product [Si:15]([O:9][C@H:6]1[CH2:7][CH2:8][C@H:3]([NH:2][CH3:1])[CH2:4][CH2:5]1)([C:18]([CH3:21])([CH3:20])[CH3:19])([CH3:17])[CH3:16], predict the reactants needed to synthesize it. The reactants are: [CH3:1][NH:2][C@H:3]1[CH2:8][CH2:7][C@H:6]([OH:9])[CH2:5][CH2:4]1.N1C=CN=C1.[Si:15](Cl)([C:18]([CH3:21])([CH3:20])[CH3:19])([CH3:17])[CH3:16]. (6) Given the product [Cl:1][C:2]1[C:3]([CH3:12])=[C:4]([CH:10]=[O:31])[C:5]([O:8][CH3:9])=[N:6][CH:7]=1, predict the reactants needed to synthesize it. The reactants are: [Cl:1][C:2]1[C:3]([CH3:12])=[C:4]([C:10]#N)[C:5]([O:8][CH3:9])=[N:6][CH:7]=1.C1(C)C=CC=CC=1.[H-].C([NH2+]CC(C)C)C(C)C.Cl.[OH2:31]. (7) The reactants are: Br[C:2]1[CH:25]=[CH:24][C:5]([O:6][CH2:7][C:8]2[N:12]([C:13]3[C:18]([Cl:19])=[CH:17][CH:16]=[CH:15][C:14]=3[Cl:20])[N:11]=[C:10]([CH:21]([CH3:23])[CH3:22])[CH:9]=2)=[CH:4][CH:3]=1.[C:26]([C:29]1[CH:34]=[CH:33][C:32](B(O)O)=[C:31]([Cl:38])[CH:30]=1)([OH:28])=[O:27].C(=O)([O-])[O-].[K+].[K+]. Given the product [Cl:38][C:31]1[CH:30]=[C:29]([C:26]([OH:28])=[O:27])[CH:34]=[CH:33][C:32]=1[C:2]1[CH:25]=[CH:24][C:5]([O:6][CH2:7][C:8]2[N:12]([C:13]3[C:18]([Cl:19])=[CH:17][CH:16]=[CH:15][C:14]=3[Cl:20])[N:11]=[C:10]([CH:21]([CH3:23])[CH3:22])[CH:9]=2)=[CH:4][CH:3]=1, predict the reactants needed to synthesize it.